This data is from TAP: 5 developability metrics (CDR length, charge patches, hydrophobicity). The task is: Multi-output Regression. Predict 5 antibody developability metrics. (1) The antibody is ["['QVQLQQSGSELMMPGASVKISCKATGYTFSNYWIEWVKQRPGHGLEWIGEILPGTGRTIYNEKFKGKATFTADISSNTVQMQLSSLTSEDSAVYYCARRDYYGNFYYAMDYWGQGTSVTVSS'\\n 'DIQMTQSTSSLSASLGDRVTISCSASQGINNYLNWYQQKPDGTVELLIYYTSTLQSGVPSRFSGSGSGTDYSLTISNLEPEDIGTYYCQQYSKLPRTFGGGTKLEIK']"]. Developability metrics: CDR_Length=49.0, PSH=112, PPC=0, PNC=0.0793, SFvCSP=1.80. (2) The antibody is ["['QVQLVQSGAEVKKPGASVKVSCKVSGYTLSDLSIHWVRQAPGKGLEWMGGFDPQDGETIYAQKFQGRVTMTEDTSTDTAYMELSSLKSEDTAVYYCATGSSSSWFDPWGQGTLVTVSS'\\n 'DIQMTQSPSSVSASVGDRVTITCRASQGISSWLAWYQQKPGKAPKLLIYGASNLESGVPSRFSGSGSGTDFTLTISSLQPEDFANYYCQQANSFPWTFGQGTKVEIK']"]. Developability metrics: CDR_Length=45.0, PSH=110, PPC=0, PNC=0.897, SFvCSP=-4.00. (3) The antibody is ["['QVQLVQSGSELKKPGASVKISCKASGYTFTNYGMNWVRQAPGQGLQWMGWINTDSGESTYAEEFKGRFVFSLDTSVNTAYLQITSLTAEDTGMYFCVRVGYDALDYWGQGTLVTVSS'\\n 'EIVLTQSPSSLSASVGDRVTITCSARSSVSYMHWFQQKPGKAPKLWIYRTSNLASGVPSRFSGSGSGTSYCLTINSLQPEDFATYYCQQRSSFPLTFGGGTKLEIK']"]. Developability metrics: CDR_Length=43.0, PSH=101, PPC=0.153, PNC=0.227, SFvCSP=-18.0.